Dataset: HIV replication inhibition screening data with 41,000+ compounds from the AIDS Antiviral Screen. Task: Binary Classification. Given a drug SMILES string, predict its activity (active/inactive) in a high-throughput screening assay against a specified biological target. (1) The drug is O=CC1=C(C(=O)OC(c2ccccc2)c2ccccc2)N2C(=O)C(NC(=O)Cc3cccs3)C2SC1. The result is 0 (inactive). (2) The drug is CN1C(=O)N(c2ccccc2)C2(CCN(CC3COc4ccccc4O3)CC2)C1=O. The result is 0 (inactive). (3) The compound is Nc1nc(O)c2ncn(CC3OCC(CO)O3)c2n1. The result is 0 (inactive). (4) The compound is COC(=O)CC1(O)C(C=Cc2ccccc2)C(C(=O)OC)C(=O)C(C(=O)OC)C1C(=O)OC. The result is 0 (inactive). (5) The compound is COC(=O)c1nc(NN)cc(O)c1CCCCCc1c(O)nc(NN)nc1C(=O)OC. The result is 0 (inactive).